Dataset: Full USPTO retrosynthesis dataset with 1.9M reactions from patents (1976-2016). Task: Predict the reactants needed to synthesize the given product. (1) Given the product [OH:17][CH2:16][C@:11]([CH3:15])([CH2:10][C@H:9]([NH:18][C:19]([C:21]1[N:22]=[N:23][NH:24][CH:25]=1)=[O:20])[CH2:8][C:5]1[CH:6]=[CH:7][C:2]([C:28]2[CH:29]=[CH:30][CH:31]=[CH:32][C:27]=2[CH3:26])=[CH:3][CH:4]=1)[C:12]([OH:14])=[O:13], predict the reactants needed to synthesize it. The reactants are: Br[C:2]1[CH:7]=[CH:6][C:5]([CH2:8][C@@H:9]([NH:18][C:19]([C:21]2[N:22]=[N:23][NH:24][CH:25]=2)=[O:20])[CH2:10][C@:11]([CH2:16][OH:17])([CH3:15])[C:12]([OH:14])=[O:13])=[CH:4][CH:3]=1.[CH3:26][C:27]1[CH:32]=[CH:31][CH:30]=[CH:29][C:28]=1B(O)O.C(=O)([O-])[O-].[Na+].[Na+].O. (2) Given the product [Br:3][C:4]1[CH:5]=[C:6]([CH:7]=[CH:8][CH:9]=1)[O:10][CH2:12][CH:13]1[CH2:15][O:14]1, predict the reactants needed to synthesize it. The reactants are: [H-].[Na+].[Br:3][C:4]1[CH:5]=[C:6]([OH:10])[CH:7]=[CH:8][CH:9]=1.Br[CH2:12][CH:13]1[CH2:15][O:14]1.O. (3) Given the product [CH2:11]([C:4]1[C:3]([C:13]#[N:14])=[C:2]([OH:1])[C:9]([OH:10])=[CH:8][C:5]=1[C:6]#[N:7])[CH3:12], predict the reactants needed to synthesize it. The reactants are: [OH:1][C:2]1[C:9]([OH:10])=[CH:8][C:5]([C:6]#[N:7])=[C:4]([CH:11]=[CH2:12])[C:3]=1[C:13]#[N:14]. (4) Given the product [F:23][C:17]1[C:18]([F:22])=[CH:19][CH:20]=[CH:21][C:16]=1[C:14]1[N:15]=[C:10]2[CH:9]=[N:8][N:7]([CH2:6][C:5]3[CH:24]=[CH:25][C:2]([C:34]4[CH:35]=[CH:36][C:31]([O:30][CH3:29])=[CH:32][C:33]=4[C:40]([F:41])([F:42])[F:43])=[C:3]([N+:26]([O-:28])=[O:27])[CH:4]=3)[CH:12]=[C:11]2[N:13]=1, predict the reactants needed to synthesize it. The reactants are: Br[C:2]1[CH:25]=[CH:24][C:5]([CH2:6][N:7]2[CH:12]=[C:11]3[N:13]=[C:14]([C:16]4[CH:21]=[CH:20][CH:19]=[C:18]([F:22])[C:17]=4[F:23])[N:15]=[C:10]3[CH:9]=[N:8]2)=[CH:4][C:3]=1[N+:26]([O-:28])=[O:27].[CH3:29][O:30][C:31]1[CH:36]=[CH:35][C:34](B(O)O)=[C:33]([C:40]([F:43])([F:42])[F:41])[CH:32]=1. (5) Given the product [Br:9][C:10]1[CH:11]=[CH:12][C:13]2[N:14]([CH:16]=[C:17]([C:19]([NH:4][C:3]3[CH:5]=[CH:6][CH:7]=[CH:8][C:2]=3[F:1])=[O:20])[N:18]=2)[CH:15]=1, predict the reactants needed to synthesize it. The reactants are: [F:1][C:2]1[CH:8]=[CH:7][CH:6]=[CH:5][C:3]=1[NH2:4].[Br:9][C:10]1[CH:11]=[CH:12][C:13]2[N:14]([CH:16]=[C:17]([C:19](OCC)=[O:20])[N:18]=2)[CH:15]=1. (6) Given the product [C:20]([C:24]1[CH:50]=[CH:49][C:27]([C:28]([NH:30][C:31]2[CH:47]=[C:46]([NH:48][C:17](=[O:19])[C@H:9]([CH2:10][C:11]3[CH:12]=[CH:13][CH:14]=[CH:15][CH:16]=3)[NH:8][C:6]([O:5][C:1]([CH3:2])([CH3:3])[CH3:4])=[O:7])[CH:45]=[CH:44][C:32]=2[C:33]([NH:35][C:36]2[CH:41]=[CH:40][C:39]([O:42][CH3:43])=[CH:38][CH:37]=2)=[O:34])=[O:29])=[CH:26][CH:25]=1)([CH3:23])([CH3:21])[CH3:22], predict the reactants needed to synthesize it. The reactants are: [C:1]([O:5][C:6]([NH:8][C@H:9]([C:17]([OH:19])=O)[CH2:10][C:11]1[CH:16]=[CH:15][CH:14]=[CH:13][CH:12]=1)=[O:7])([CH3:4])([CH3:3])[CH3:2].[C:20]([C:24]1[CH:50]=[CH:49][C:27]([C:28]([NH:30][C:31]2[CH:47]=[C:46]([NH2:48])[CH:45]=[CH:44][C:32]=2[C:33]([NH:35][C:36]2[CH:41]=[CH:40][C:39]([O:42][CH3:43])=[CH:38][CH:37]=2)=[O:34])=[O:29])=[CH:26][CH:25]=1)([CH3:23])([CH3:22])[CH3:21].C1(N=C=NC2CCCCC2)CCCCC1.C1C=NC2N(O)N=NC=2C=1. (7) Given the product [CH2:21]([C:8]1[CH:7]=[C:4]([CH:3]=[C:2]([Br:1])[C:9]=1[OH:10])[CH:5]=[O:6])[CH:16]=[CH2:17], predict the reactants needed to synthesize it. The reactants are: [Br:1][C:2]1[CH:3]=[C:4]([CH:7]=[CH:8][C:9]=1[O:10]CC=C)[CH:5]=[O:6].[OH-].[Na+].[C:16]1(C)[CH:21]=C(C)C=C(C)[CH:17]=1. (8) Given the product [Br:28][C:2]1[CH:19]=[C:18]2[C:5]([CH2:6][C@@:7]3([CH2:17]2)[C:15]2[C:10](=[N:11][CH:12]=[CH:13][CH:14]=2)[NH:9][C:8]3=[O:16])=[CH:4][C:3]=1[C:20]#[N:21], predict the reactants needed to synthesize it. The reactants are: N[C:2]1[CH:19]=[C:18]2[C:5]([CH2:6][C@@:7]3([CH2:17]2)[C:15]2[C:10](=[N:11][CH:12]=[CH:13][CH:14]=2)[NH:9][C:8]3=[O:16])=[CH:4][C:3]=1[C:20]#[N:21].N([O-])=O.[Na+].[NH4+].[OH-].[BrH:28].